From a dataset of Reaction yield outcomes from USPTO patents with 853,638 reactions. Predict the reaction yield, written as a fraction of the theoretical maximum amount of product (1.0 means a 100% yield; for example, 0.34 means a 34% yield). (1) The reactants are [Cl:1][C:2]1[N:9]=[C:8](Cl)[C:7]([Cl:11])=[CH:6][C:3]=1[C:4]#[N:5].CCN(C(C)C)C(C)C.[CH:21]1([C:24]2[NH:28][N:27]=[C:26]([NH2:29])[CH:25]=2)[CH2:23][CH2:22]1. The catalyst is CCCCO. The product is [Cl:1][C:2]1[N:9]=[C:8]([NH:29][C:26]2[CH:25]=[C:24]([CH:21]3[CH2:23][CH2:22]3)[NH:28][N:27]=2)[C:7]([Cl:11])=[CH:6][C:3]=1[C:4]#[N:5]. The yield is 0.430. (2) The reactants are [F:1][C:2]1[CH:3]=[C:4]([C:9]2[C:10]3[N:11]([N:15]=[C:16]([NH:18][C:19]4([C:32]#N)[CH2:24][CH2:23][N:22]([C:25]5[CH:30]=[C:29]([CH3:31])[N:28]=[CH:27][N:26]=5)[CH2:21][CH2:20]4)[N:17]=3)[CH:12]=[CH:13][CH:14]=2)[CH:5]=[CH:6][C:7]=1[F:8].C[Mg]Br. The catalyst is C1COCC1. The product is [F:1][C:2]1[CH:3]=[C:4]([C:9]2[C:10]3[N:11]([N:15]=[C:16]([NH:18][C:19]4([CH3:32])[CH2:24][CH2:23][N:22]([C:25]5[CH:30]=[C:29]([CH3:31])[N:28]=[CH:27][N:26]=5)[CH2:21][CH2:20]4)[N:17]=3)[CH:12]=[CH:13][CH:14]=2)[CH:5]=[CH:6][C:7]=1[F:8]. The yield is 0.190. (3) The reactants are [Cl:1][C:2]1[CH:7]=[CH:6][CH:5]=[C:4]([Cl:8])[C:3]=1[CH2:9][CH2:10][C:11]1[C:15]([CH2:16][OH:17])=[C:14]([CH:18]([CH3:20])[CH3:19])[O:13][N:12]=1.O[C:22]1[CH:27]=[CH:26][C:25]([C:28]2[CH:37]=[C:36]3[C:31]([CH:32]=[CH:33][C:34]([C:38]([O:40][CH3:41])=[O:39])=[CH:35]3)=[CH:30][CH:29]=2)=[CH:24][CH:23]=1.C1(P(C2C=CC=CC=2)C2C=CC=CC=2)C=CC=CC=1.N(C(OC(C)C)=O)=NC(OC(C)C)=O. The catalyst is ClCCl. The product is [Cl:1][C:2]1[CH:7]=[CH:6][CH:5]=[C:4]([Cl:8])[C:3]=1[CH2:9][CH2:10][C:11]1[C:15]([CH2:16][O:17][C:22]2[CH:23]=[CH:24][C:25]([C:28]3[CH:37]=[C:36]4[C:31]([CH:32]=[CH:33][C:34]([C:38]([O:40][CH3:41])=[O:39])=[CH:35]4)=[CH:30][CH:29]=3)=[CH:26][CH:27]=2)=[C:14]([CH:18]([CH3:20])[CH3:19])[O:13][N:12]=1. The yield is 0.640. (4) The reactants are [Br:1]Br.[CH3:3][N:4]1[CH2:9][CH2:8][C:7](=[C:10]2[C:19]3[CH:20]=[CH:21][CH:22]=[CH:23][C:18]=3[O:17][CH2:16][C:15]3[CH:14]=[CH:13][S:12][C:11]2=3)[CH2:6][CH2:5]1.C(=O)([O-])O.[Na+]. The catalyst is C(Cl)(Cl)Cl. The product is [Br:1][C:13]1[S:12][C:11]2[C:10](=[C:7]3[CH2:8][CH2:9][N:4]([CH3:3])[CH2:5][CH2:6]3)[C:19]3[CH:20]=[CH:21][CH:22]=[CH:23][C:18]=3[O:17][CH2:16][C:15]=2[CH:14]=1. The yield is 0.460. (5) The reactants are [CH3:1][O:2][C:3]1[CH:8]=[C:7](I)[C:6]([F:10])=[CH:5][C:4]=1[CH3:11].[Li]CCCC.[B:17](OC)([O:20]C)[O:18]C. The product is [CH3:1][O:2][C:3]1[C:4]([CH3:11])=[CH:5][C:6]([F:10])=[C:7]([B:17]([OH:20])[OH:18])[CH:8]=1. The catalyst is C1COCC1. The yield is 0.690. (6) The reactants are [OH:1][CH2:2][CH:3]([NH:9][C:10](=[O:16])[O:11][C:12]([CH3:15])([CH3:14])[CH3:13])[C:4]1[CH:8]=[CH:7][S:6][CH:5]=1.CCN(CC)CC.[S:24](Cl)([C:27]1[CH:33]=[CH:32][C:30]([CH3:31])=[CH:29][CH:28]=1)(=[O:26])=[O:25].[NH4+].[Cl-]. The catalyst is C(Cl)Cl.CN(C1C=CN=CC=1)C. The product is [CH3:31][C:30]1[CH:32]=[CH:33][C:27]([S:24]([O:1][CH2:2][CH:3]([NH:9][C:10]([O:11][C:12]([CH3:13])([CH3:15])[CH3:14])=[O:16])[C:4]2[CH:8]=[CH:7][S:6][CH:5]=2)(=[O:26])=[O:25])=[CH:28][CH:29]=1. The yield is 0.300. (7) The reactants are [F:1][C:2]([F:11])([F:10])[C:3]1[CH:9]=[CH:8][C:6]([NH2:7])=[CH:5][CH:4]=1.C(N(CC)CC)C.[Cl-].ClC1N(C)CC[NH+]1C.[CH3:28][O:29][C:30]1[C:31](=[O:54])[C:32]([CH3:53])=[C:33]([CH2:39][C:40]2[CH:41]=[CH:42][C:43]([O:49][C:50](=[O:52])[CH3:51])=[C:44]([CH:48]=2)[C:45](O)=[O:46])[C:34](=[O:38])[C:35]=1[O:36][CH3:37]. The catalyst is C(Cl)Cl. The product is [CH3:28][O:29][C:30]1[C:31](=[O:54])[C:32]([CH3:53])=[C:33]([CH2:39][C:40]2[CH:41]=[CH:42][C:43]([O:49][C:50](=[O:52])[CH3:51])=[C:44]([CH:48]=2)[C:45]([NH:7][C:6]2[CH:8]=[CH:9][C:3]([C:2]([F:10])([F:11])[F:1])=[CH:4][CH:5]=2)=[O:46])[C:34](=[O:38])[C:35]=1[O:36][CH3:37]. The yield is 0.440.